From a dataset of Catalyst prediction with 721,799 reactions and 888 catalyst types from USPTO. Predict which catalyst facilitates the given reaction. Reactant: [F:1][C:2]1[CH:7]=[CH:6][C:5]([N:8]2[C:11](=[O:12])[C@H:10]([S:13][CH2:14][C:15]([C:17]3[CH:22]=[CH:21][C:20]([F:23])=[CH:19][CH:18]=3)=[O:16])[C@H:9]2[C:24]2[CH:38]=[CH:37][C:27]([O:28][CH2:29][C:30]([NH:32][CH2:33][C:34](O)=[O:35])=[O:31])=[CH:26][CH:25]=2)=[CH:4][CH:3]=1.CN1CCOCC1.CN(C(ON1N=NC2C=CC=CC1=2)=[N+](C)C)C.[B-](F)(F)(F)F.[C:68]([CH2:72][C@H:73]([C:75]([OH:77])=[O:76])[NH2:74])([CH3:71])([CH3:70])[CH3:69].[BH4-].[Na+]. Product: [F:1][C:2]1[CH:3]=[CH:4][C:5]([N:8]2[C:11](=[O:12])[C@H:10]([S:13][CH2:14][CH:15]([C:17]3[CH:22]=[CH:21][C:20]([F:23])=[CH:19][CH:18]=3)[OH:16])[C@H:9]2[C:24]2[CH:25]=[CH:26][C:27]([O:28][CH2:29][C:30]([NH:32][CH2:33][C:34]([NH:74][C@@H:73]([C:75]([OH:77])=[O:76])[CH2:72][C:68]([CH3:71])([CH3:70])[CH3:69])=[O:35])=[O:31])=[CH:37][CH:38]=2)=[CH:6][CH:7]=1. The catalyst class is: 656.